The task is: Predict the product of the given reaction.. This data is from Forward reaction prediction with 1.9M reactions from USPTO patents (1976-2016). Given the reactants C[O:2][C:3](=[O:18])[C:4]1[CH:9]=[CH:8][C:7]([CH2:10][N:11]2[C:15]([CH2:16][OH:17])=[CH:14][N:13]=[CH:12]2)=[CH:6][CH:5]=1.C(O[K])(C)(C)C.Cl[CH2:26][C:27]1[CH:32]=[CH:31][C:30]([C:33]2[CH:38]=[CH:37][CH:36]=[CH:35][CH:34]=2)=[CH:29][CH:28]=1, predict the reaction product. The product is: [C:30]1([C:33]2[CH:34]=[CH:35][CH:36]=[CH:37][CH:38]=2)[CH:29]=[CH:28][C:27]([CH2:26][O:17][CH2:16][C:15]2[N:11]([CH2:10][C:7]3[CH:8]=[CH:9][C:4]([C:3]([OH:2])=[O:18])=[CH:5][CH:6]=3)[CH:12]=[N:13][CH:14]=2)=[CH:32][CH:31]=1.